From a dataset of Reaction yield outcomes from USPTO patents with 853,638 reactions. Predict the reaction yield, written as a fraction of the theoretical maximum amount of product (1.0 means a 100% yield; for example, 0.34 means a 34% yield). The reactants are [C:1]([C:5]1[CH:9]=[C:8]([C:10]([O:12][CH2:13][CH3:14])=[O:11])[N:7]([CH2:15][C:16]([N:18]([CH3:20])[CH3:19])=O)[N:6]=1)([CH3:4])([CH3:3])[CH3:2].B.C1COCC1. The catalyst is C1COCC1. The product is [C:1]([C:5]1[CH:9]=[C:8]([C:10]([O:12][CH2:13][CH3:14])=[O:11])[N:7]([CH2:15][CH2:16][N:18]([CH3:20])[CH3:19])[N:6]=1)([CH3:2])([CH3:3])[CH3:4]. The yield is 0.430.